From a dataset of Full USPTO retrosynthesis dataset with 1.9M reactions from patents (1976-2016). Predict the reactants needed to synthesize the given product. (1) Given the product [Cl:35][CH2:2][CH2:1][CH2:3][C:20]1([C:24]([O:26][CH3:27])=[O:25])[CH2:21][CH2:22][CH2:23][CH:18]([C:28]([O:30][CH3:31])=[O:29])[CH2:19]1, predict the reactants needed to synthesize it. The reactants are: [CH:1]([N-]C(C)C)([CH3:3])[CH3:2].[Li+].CN1C(=O)N(C)CCC1.[CH:18]1([C:28]([O:30][CH3:31])=[O:29])[CH2:23][CH2:22][CH2:21][CH:20]([C:24]([O:26][CH3:27])=[O:25])[CH2:19]1.BrCC[Cl:35]. (2) Given the product [CH3:1][C:2]1[C:7]([CH3:8])=[CH:6][CH:5]=[CH:4][N+:3]=1[O-:11], predict the reactants needed to synthesize it. The reactants are: [CH3:1][C:2]1[C:7]([CH3:8])=[CH:6][CH:5]=[CH:4][N:3]=1.O.C(=O)([O-])[O-:11].[Na+].[Na+].